Predict the reactants needed to synthesize the given product. From a dataset of Full USPTO retrosynthesis dataset with 1.9M reactions from patents (1976-2016). (1) The reactants are: [Cl:1][C:2]1[CH:3]=[C:4]([S:9]([N:12]([CH2:22][C:23]([O:25][C:26]([CH3:29])([CH3:28])[CH3:27])=[O:24])[C:13]2[CH:14]=[C:15]3[C:19](=[CH:20][CH:21]=2)[NH:18][CH2:17][CH2:16]3)(=[O:11])=[O:10])[CH:5]=[C:6]([Cl:8])[CH:7]=1.C(N(C(C)C)CC)(C)C.[C:39](Cl)(Cl)=[O:40].[NH2:43][C:44]1[CH:49]=[CH:48][N:47]=[CH:46][CH:45]=1.[H-].[Na+]. Given the product [Cl:1][C:2]1[CH:3]=[C:4]([S:9]([N:12]([CH2:22][C:23]([O:25][C:26]([CH3:29])([CH3:28])[CH3:27])=[O:24])[C:13]2[CH:14]=[C:15]3[C:19](=[CH:20][CH:21]=2)[N:18]([C:39](=[O:40])[NH:43][C:44]2[CH:49]=[CH:48][N:47]=[CH:46][CH:45]=2)[CH2:17][CH2:16]3)(=[O:11])=[O:10])[CH:5]=[C:6]([Cl:8])[CH:7]=1, predict the reactants needed to synthesize it. (2) Given the product [CH:1]12[CH2:10][CH:5]3[CH2:6][CH:7]([CH2:9][CH:3]([CH2:4]3)[CH:2]1[NH:11][C:12]([C:14]1[CH:15]=[N:16][N:17]([C:20]3[CH:25]=[CH:24][CH:23]=[CH:22][CH:21]=3)[C:18]=1[N:27]([CH3:26])[CH2:28][CH2:29][C:30]1[CH:35]=[CH:34][CH:33]=[CH:32][CH:31]=1)=[O:13])[CH2:8]2, predict the reactants needed to synthesize it. The reactants are: [CH:1]12[CH2:10][CH:5]3[CH2:6][CH:7]([CH2:9][CH:3]([CH2:4]3)[CH:2]1[NH:11][C:12]([C:14]1[CH:15]=[N:16][N:17]([C:20]3[CH:25]=[CH:24][CH:23]=[CH:22][CH:21]=3)[C:18]=1Cl)=[O:13])[CH2:8]2.[CH3:26][NH:27][CH2:28][CH2:29][C:30]1[CH:35]=[CH:34][CH:33]=[CH:32][CH:31]=1.